This data is from Forward reaction prediction with 1.9M reactions from USPTO patents (1976-2016). The task is: Predict the product of the given reaction. (1) Given the reactants [F:1][C:2]1[CH:7]=[CH:6][C:5]([C:8]2[N:12]([CH3:13])[N:11]=[CH:10][C:9]=2/[CH:14]=[CH:15]/[C:16]([NH:18][C:19]2[CH:33]=[CH:32][C:22]([CH2:23][C:24]3[S:25][CH:26]=[C:27]([C:29]([OH:31])=O)[N:28]=3)=[CH:21][CH:20]=2)=[O:17])=[CH:4][CH:3]=1.Cl.C([N:37]=C=NCCCN(C)C)C.CN(C)C=O, predict the reaction product. The product is: [F:1][C:2]1[CH:7]=[CH:6][C:5]([C:8]2[N:12]([CH3:13])[N:11]=[CH:10][C:9]=2/[CH:14]=[CH:15]/[C:16]([NH:18][C:19]2[CH:20]=[CH:21][C:22]([CH2:23][C:24]3[S:25][CH:26]=[C:27]([C:29]([NH2:37])=[O:31])[N:28]=3)=[CH:32][CH:33]=2)=[O:17])=[CH:4][CH:3]=1. (2) Given the reactants [OH:1][CH:2]([CH3:15])[C:3]([O:5][CH2:6][C:7]1[CH:12]=[CH:11][C:10]([O:13][CH3:14])=[CH:9][CH:8]=1)=[O:4].[C:16]([NH:26][C@H:27]([C:31](O)=[O:32])[CH:28]([CH3:30])[CH3:29])([O:18][CH2:19][C:20]1[CH:25]=[CH:24][CH:23]=[CH:22][CH:21]=1)=[O:17].C1CCC(N=C=NC2CCCCC2)CC1, predict the reaction product. The product is: [C:16]([NH:26][C@H:27]([C:31]([O:1][CH:2]([CH3:15])[C:3]([O:5][CH2:6][C:7]1[CH:8]=[CH:9][C:10]([O:13][CH3:14])=[CH:11][CH:12]=1)=[O:4])=[O:32])[CH:28]([CH3:30])[CH3:29])([O:18][CH2:19][C:20]1[CH:25]=[CH:24][CH:23]=[CH:22][CH:21]=1)=[O:17]. (3) Given the reactants [Cl:1][C:2]1[CH:10]=[CH:9][CH:8]=[C:7]2[C:3]=1[C:4]1([CH2:15][O:14][C:13]3[CH:16]=[C:17]4[C:21](=[CH:22][C:12]1=3)[CH2:20][CH2:19][O:18]4)[C:5](=[O:11])[NH:6]2.Br[CH2:24][C:25]1[O:26][C:27]([C:30]([F:33])([F:32])[F:31])=[CH:28][CH:29]=1.BrCC1CCCCO1, predict the reaction product. The product is: [Cl:1][C:2]1[CH:10]=[CH:9][CH:8]=[C:7]2[C:3]=1[C:4]1([CH2:15][O:14][C:13]3[CH:16]=[C:17]4[C:21](=[CH:22][C:12]1=3)[CH2:20][CH2:19][O:18]4)[C:5](=[O:11])[N:6]2[CH2:24][C:25]1[O:26][C:27]([C:30]([F:33])([F:32])[F:31])=[CH:28][CH:29]=1. (4) Given the reactants Cl[C:2]1[C:3]([NH2:9])=[N:4][CH:5]=[N:6][C:7]=1Cl.[OH:10][CH2:11][CH:12]1[CH2:17][CH2:16][CH2:15][N:14]([C:18]([O:20]C(C)(C)C)=O)[CH2:13]1.[O:25]([C:32]1[CH:37]=[CH:36][C:35](B(O)O)=[CH:34][CH:33]=1)[C:26]1[CH:31]=[CH:30][CH:29]=[CH:28][CH:27]=1.[C:41](Cl)(=O)[CH:42]=C, predict the reaction product. The product is: [NH2:9][C:3]1[N:4]=[CH:5][N:6]=[C:7]([O:10][CH2:11][CH:12]2[CH2:17][CH2:16][CH2:15][N:14]([C:18](=[O:20])[CH:41]=[CH2:42])[CH2:13]2)[C:2]=1[C:29]1[CH:30]=[CH:31][C:26]([O:25][C:32]2[CH:37]=[CH:36][CH:35]=[CH:34][CH:33]=2)=[CH:27][CH:28]=1. (5) Given the reactants C([O:8][N:9]([CH2:12][C@@H:13]([CH2:17][CH2:18][CH2:19][CH3:20])[C:14](O)=[O:15])[CH:10]=[O:11])C1C=CC=CC=1.[NH:21]1[CH2:25][CH2:24][CH2:23][C@H:22]1[C:26]1[O:27][C:28]2[CH:34]=[CH:33][CH:32]=[CH:31][C:29]=2[N:30]=1, predict the reaction product. The product is: [O:27]1[C:28]2[CH:34]=[CH:33][CH:32]=[CH:31][C:29]=2[N:30]=[C:26]1[C@@H:22]1[CH2:23][CH2:24][CH2:25][N:21]1[C:14]([C@H:13]([CH2:17][CH2:18][CH2:19][CH3:20])[CH2:12][N:9]([OH:8])[CH:10]=[O:11])=[O:15]. (6) Given the reactants Br[C:2]1[CH:3]=[C:4]2[C:9](=[CH:10][CH:11]=1)[C:8](=[O:12])[NH:7][N:6]=[C:5]2[Cl:13].[F:14][C:15]([F:25])([F:24])[C:16]1[CH:23]=[CH:22][CH:21]=[CH:20][C:17]=1[CH2:18][NH2:19].C1C=CC(P(C2C(C3C(P(C4C=CC=CC=4)C4C=CC=CC=4)=CC=C4C=3C=CC=C4)=C3C(C=CC=C3)=CC=2)C2C=CC=CC=2)=CC=1.CC([O-])(C)C.[Na+], predict the reaction product. The product is: [Cl:13][C:5]1[C:4]2[C:9](=[CH:10][CH:11]=[C:2]([NH:19][CH2:18][C:17]3[CH:20]=[CH:21][CH:22]=[CH:23][C:16]=3[C:15]([F:14])([F:24])[F:25])[CH:3]=2)[C:8](=[O:12])[NH:7][N:6]=1. (7) Given the reactants COC1C=CC(N2CCN(CCC3C=CC=CC=3)CC2)=CC=1.[Cl:23][C:24]1[CH:29]=[CH:28][C:27]([S:30]([N:33]2[CH2:38][CH2:37][N:36]([C:39]3[CH:44]=[C:43]([F:45])[C:42](OC)=[CH:41][C:40]=3[F:48])[CH2:35][CH2:34]2)(=[O:32])=[O:31])=[CH:26][CH:25]=1, predict the reaction product. The product is: [Cl:23][C:24]1[CH:25]=[CH:26][C:27]([S:30]([N:33]2[CH2:34][CH2:35][N:36]([C:39]3[CH:44]=[C:43]([F:45])[CH:42]=[CH:41][C:40]=3[F:48])[CH2:37][CH2:38]2)(=[O:31])=[O:32])=[CH:28][CH:29]=1. (8) Given the reactants [O:1]1[C:5]2[CH:6]=[CH:7][CH:8]=[CH:9][C:4]=2[N:3]=[C:2]1[C:10]1[CH:11]=[CH:12][C:13]([NH:17][CH:18]2[CH2:23][CH2:22][O:21][CH2:20][CH2:19]2)=[C:14]([CH:16]=1)[NH2:15].[N:24]1[CH:29]=[CH:28][C:27]([CH:30]=O)=[CH:26][CH:25]=1.OOS([O-])=O.[K+].C(=O)([O-])[O-].[K+].[K+], predict the reaction product. The product is: [O:1]1[C:5]2[CH:6]=[CH:7][CH:8]=[CH:9][C:4]=2[N:3]=[C:2]1[C:10]1[CH:11]=[CH:12][C:13]2[N:17]([CH:18]3[CH2:23][CH2:22][O:21][CH2:20][CH2:19]3)[C:30]([C:27]3[CH:28]=[CH:29][N:24]=[CH:25][CH:26]=3)=[N:15][C:14]=2[CH:16]=1. (9) Given the reactants Cl[CH2:2][C:3]1[S:4][C:5]2[C:10]([N:11]=1)=[CH:9][CH:8]=[CH:7][N:6]=2.[CH3:12][C:13]1[N:18]=[C:17]([N:19]2[CH2:24][CH2:23][NH:22][CH2:21][CH2:20]2)[CH:16]=[CH:15][CH:14]=1.CC(=O)OCC, predict the reaction product. The product is: [CH3:12][C:13]1[N:18]=[C:17]([N:19]2[CH2:24][CH2:23][N:22]([CH2:2][C:3]3[S:4][C:5]4[C:10]([N:11]=3)=[CH:9][CH:8]=[CH:7][N:6]=4)[CH2:21][CH2:20]2)[CH:16]=[CH:15][CH:14]=1.